From a dataset of Catalyst prediction with 721,799 reactions and 888 catalyst types from USPTO. Predict which catalyst facilitates the given reaction. (1) Reactant: [Cl:1][C:2]1[C:3]([C:9]2[CH:14]=[CH:13][C:12]([F:15])=[CH:11][CH:10]=2)=[N:4][NH:5][C:6]=1[S:7][CH3:8].C([O-])([O-])=O.[K+].[K+].Cl[CH2:23][C:24]([N:26]1[CH2:31][CH2:30][N:29]([C:32]2[CH:37]=[CH:36][C:35]([F:38])=[CH:34][CH:33]=2)[CH2:28][CH2:27]1)=[O:25].CN(C=O)C. Product: [Cl:1][C:2]1[C:6]([S:7][CH3:8])=[N:5][N:4]([CH2:23][C:24]([N:26]2[CH2:27][CH2:28][N:29]([C:32]3[CH:37]=[CH:36][C:35]([F:38])=[CH:34][CH:33]=3)[CH2:30][CH2:31]2)=[O:25])[C:3]=1[C:9]1[CH:14]=[CH:13][C:12]([F:15])=[CH:11][CH:10]=1. The catalyst class is: 195. (2) Reactant: [OH-].[K+].[C:3]([O:7][C:8](=[O:15])[NH:9][C:10]([CH3:14])([CH3:13])[CH2:11][OH:12])([CH3:6])([CH3:5])[CH3:4].S(OC)(O[CH3:20])(=O)=O. Product: [C:3]([O:7][C:8](=[O:15])[NH:9][C:10]([CH3:14])([CH3:13])[CH2:11][O:12][CH3:20])([CH3:6])([CH3:4])[CH3:5]. The catalyst class is: 12.